Dataset: Full USPTO retrosynthesis dataset with 1.9M reactions from patents (1976-2016). Task: Predict the reactants needed to synthesize the given product. (1) Given the product [Br:1][C:2]1[CH:11]=[C:10]2[C:5]([C:6]([NH:16][CH2:17][CH2:18][CH2:19][N:20]3[CH2:24][CH2:23][CH2:22][C:21]3=[O:25])=[C:7]([N+:12]([O-:14])=[O:13])[CH:8]=[N:9]2)=[CH:4][CH:3]=1, predict the reactants needed to synthesize it. The reactants are: [Br:1][C:2]1[CH:11]=[C:10]2[C:5]([C:6](Cl)=[C:7]([N+:12]([O-:14])=[O:13])[CH:8]=[N:9]2)=[CH:4][CH:3]=1.[NH2:16][CH2:17][CH2:18][CH2:19][N:20]1[CH2:24][CH2:23][CH2:22][C:21]1=[O:25]. (2) Given the product [CH2:1]([O:8][C:9]1[C:17]([F:18])=[CH:16][CH:15]=[C:14]2[C:10]=1[C:11]([CH2:19][CH2:20][N:22]([CH3:23])[CH3:24])=[CH:12][NH:13]2)[C:2]1[CH:3]=[CH:4][CH:5]=[CH:6][CH:7]=1, predict the reactants needed to synthesize it. The reactants are: [CH2:1]([O:8][C:9]1[C:17]([F:18])=[CH:16][CH:15]=[C:14]2[C:10]=1[C:11]([C:19](=O)[C:20]([N:22]([CH3:24])[CH3:23])=O)=[CH:12][NH:13]2)[C:2]1[CH:7]=[CH:6][CH:5]=[CH:4][CH:3]=1.[H-].[H-].[H-].[H-].[Li+].[Al+3]. (3) The reactants are: [I:1][C:2]1[CH:3]=[CH:4][C:5]([O:9][CH3:10])=[C:6]([NH2:8])[CH:7]=1.Cl[C:12]1[C:17]([Cl:18])=[CH:16][N:15]=[C:14]([NH2:19])[N:13]=1.Cl.[OH-].[Na+]. Given the product [Cl:18][C:17]1[C:12]([NH:8][C:6]2[CH:7]=[C:2]([I:1])[CH:3]=[CH:4][C:5]=2[O:9][CH3:10])=[N:13][C:14]([NH2:19])=[N:15][CH:16]=1, predict the reactants needed to synthesize it. (4) Given the product [Br:3][C:4]1[CH:9]=[CH:8][C:7]([O:10][CH2:12][O:13][CH3:14])=[CH:6][CH:5]=1, predict the reactants needed to synthesize it. The reactants are: [H-].[Na+].[Br:3][C:4]1[CH:9]=[CH:8][C:7]([OH:10])=[CH:6][CH:5]=1.Cl[CH2:12][O:13][CH3:14].O. (5) Given the product [CH3:1][N:2]1[CH2:7][CH2:6][N:5]([C:8]2[N:13]3[C:14]([C:32]#[N:35])=[C:15]([CH2:17][N:18]([CH2:29][CH2:30][CH3:31])[C@@H:19]4[C:28]5[N:27]=[CH:26][CH:25]=[CH:24][C:23]=5[CH2:22][CH2:21][CH2:20]4)[N:16]=[C:12]3[CH:11]=[CH:10][CH:9]=2)[CH2:4][CH2:3]1, predict the reactants needed to synthesize it. The reactants are: [CH3:1][N:2]1[CH2:7][CH2:6][N:5]([C:8]2[N:13]3[C:14]([CH:32]=O)=[C:15]([CH2:17][N:18]([CH2:29][CH2:30][CH3:31])[C@@H:19]4[C:28]5[N:27]=[CH:26][CH:25]=[CH:24][C:23]=5[CH2:22][CH2:21][CH2:20]4)[N:16]=[C:12]3[CH:11]=[CH:10][CH:9]=2)[CH2:4][CH2:3]1.Cl.[NH2:35]O.